Dataset: Full USPTO retrosynthesis dataset with 1.9M reactions from patents (1976-2016). Task: Predict the reactants needed to synthesize the given product. (1) Given the product [CH2:11]([N:13]([C:14]1[CH:19]=[CH:18][CH:17]=[CH:16][CH:15]=1)[C:21]1[CH:30]=[CH:29][C:28]2[C:23](=[C:24]([C:31]3[NH:39][C:38]4[CH2:37][CH2:36][NH:35][C:34](=[O:40])[C:33]=4[CH:32]=3)[CH:25]=[CH:26][CH:27]=2)[N:22]=1)[CH3:12], predict the reactants needed to synthesize it. The reactants are: C[Si]([N-][Si](C)(C)C)(C)C.[Na+].[CH2:11]([NH:13][C:14]1[CH:19]=[CH:18][CH:17]=[CH:16][CH:15]=1)[CH3:12].Cl[C:21]1[CH:30]=[CH:29][C:28]2[C:23](=[C:24]([C:31]3[NH:39][C:38]4[CH2:37][CH2:36][NH:35][C:34](=[O:40])[C:33]=4[CH:32]=3)[CH:25]=[CH:26][CH:27]=2)[N:22]=1. (2) Given the product [NH2:1][C:2]1[CH:3]=[CH:4][C:5]([CH2:8][CH2:9][OH:10])=[N:6][CH:7]=1, predict the reactants needed to synthesize it. The reactants are: [NH2:1][C:2]1[CH:3]=[CH:4][C:5]([CH2:8][C:9](OC)=[O:10])=[N:6][CH:7]=1.[H-].[Al+3].[Li+].[H-].[H-].[H-]. (3) Given the product [C:23]([C:27]1[CH:28]=[C:29]([NH:55][S:56]([CH3:59])(=[O:58])=[O:57])[C:30]([O:53][CH3:54])=[C:31]([NH:33][C:34]([C:36]2[N:37]([CH3:52])[C:38]3[C:43]([CH:44]=2)=[CH:42][CH:41]=[CH:40][C:39]=3[CH2:45][N:46]2[CH2:47][CH2:48][N:49]([C:8]([CH:4]3[CH2:5][CH2:6][CH2:7][N:2]([CH3:1])[CH2:3]3)=[O:10])[CH2:50][CH2:51]2)=[O:35])[CH:32]=1)([CH3:26])([CH3:24])[CH3:25], predict the reactants needed to synthesize it. The reactants are: [CH3:1][N:2]1[CH2:7][CH2:6][CH2:5][CH:4]([C:8]([OH:10])=O)[CH2:3]1.C(N1C=CN=C1)(N1C=CN=C1)=O.[C:23]([C:27]1[CH:28]=[C:29]([NH:55][S:56]([CH3:59])(=[O:58])=[O:57])[C:30]([O:53][CH3:54])=[C:31]([NH:33][C:34]([C:36]2[N:37]([CH3:52])[C:38]3[C:43]([CH:44]=2)=[CH:42][CH:41]=[CH:40][C:39]=3[CH2:45][N:46]2[CH2:51][CH2:50][NH:49][CH2:48][CH2:47]2)=[O:35])[CH:32]=1)([CH3:26])([CH3:25])[CH3:24].O. (4) Given the product [N:7]([C:1]1([O:13][C:11](=[O:12])[C:10]([F:15])([F:14])[F:9])[CH2:6][CH2:5][CH2:4][CH2:3][CH2:2]1)=[O:8], predict the reactants needed to synthesize it. The reactants are: [C:1]1(=[N:7][OH:8])[CH2:6][CH2:5][CH2:4][CH2:3][CH2:2]1.[F:9][C:10]([F:15])([F:14])[C:11]([OH:13])=[O:12].O. (5) Given the product [NH:1]1[C:9]2[C:4](=[CH:5][C:6]([O:10][C:11]3[C:20]4[C:15](=[CH:16][C:17]([O:29][CH3:30])=[C:18]([OH:21])[CH:19]=4)[N:14]=[CH:13][N:12]=3)=[CH:7][N:8]=2)[CH:3]=[CH:2]1, predict the reactants needed to synthesize it. The reactants are: [NH:1]1[C:9]2[C:4](=[CH:5][C:6]([O:10][C:11]3[C:20]4[C:15](=[CH:16][C:17]([O:29][CH3:30])=[C:18]([O:21]CC5C=CC=CC=5)[CH:19]=4)[N:14]=[CH:13][N:12]=3)=[CH:7][N:8]=2)[CH:3]=[CH:2]1.C([O-])=O.[NH4+].O. (6) Given the product [OH:29][NH:28][C:1]([C:3]1[CH:4]=[CH:5][C:6]([CH3:26])=[C:7]([NH:9][C:10](=[O:25])[C:11]2[CH:16]=[CH:15][C:14]([O:17][CH2:18][C:19]3[CH:24]=[CH:23][CH:22]=[CH:21][N:20]=3)=[CH:13][CH:12]=2)[CH:8]=1)=[NH:2], predict the reactants needed to synthesize it. The reactants are: [C:1]([C:3]1[CH:4]=[CH:5][C:6]([CH3:26])=[C:7]([NH:9][C:10](=[O:25])[C:11]2[CH:16]=[CH:15][C:14]([O:17][CH2:18][C:19]3[CH:24]=[CH:23][CH:22]=[CH:21][N:20]=3)=[CH:13][CH:12]=2)[CH:8]=1)#[N:2].Cl.[NH2:28][OH:29].C([O-])(O)=O.[Na+].